Dataset: Blood-brain barrier permeability classification from the B3DB database. Task: Regression/Classification. Given a drug SMILES string, predict its absorption, distribution, metabolism, or excretion properties. Task type varies by dataset: regression for continuous measurements (e.g., permeability, clearance, half-life) or binary classification for categorical outcomes (e.g., BBB penetration, CYP inhibition). Dataset: b3db_classification. (1) The drug is COc1ccc(-n2nc(C)cc2C)cc1CNC1CCCNC1c1ccccc1. The result is 1 (penetrates BBB). (2) The compound is CN(C)C(=O)C[C@H](O)c1cc2n(n1)CCN(C(=O)CN1CCCCCC1)C2. The result is 1 (penetrates BBB). (3) The compound is Cc1ncc([N+](=O)[O-])n1CC(O)CCl. The result is 1 (penetrates BBB). (4) The compound is CN1CCC(CN2c3ccccc3Sc3ccccc32)C1. The result is 1 (penetrates BBB). (5) The compound is CC12CCC3C(CCC4=C(O)C(=O)CCC43C)C1CCC2=O. The result is 0 (does not penetrate BBB). (6) The compound is c1cncc(CC2(Cc3ccncc3)c3cccnc3-c3ncccc32)c1. The result is 1 (penetrates BBB). (7) The compound is CNCC[C@H](Oc1ccc(C(F)(F)F)cc1)c1ccccc1. The result is 1 (penetrates BBB).